Dataset: Full USPTO retrosynthesis dataset with 1.9M reactions from patents (1976-2016). Task: Predict the reactants needed to synthesize the given product. (1) Given the product [CH3:20][O:19][C:16]1[CH:15]=[CH:14][C:13]2[C:18](=[C:9]([OH:8])[CH:10]=[CH:11][CH:12]=2)[N:17]=1, predict the reactants needed to synthesize it. The reactants are: C([O:8][C:9]1[CH:10]=[CH:11][CH:12]=[C:13]2[C:18]=1[N:17]=[C:16]([O:19][CH3:20])[CH:15]=[CH:14]2)C1C=CC=CC=1. (2) Given the product [CH3:22][O:23][C:24](=[O:38])[CH:25]([OH:37])[CH2:26][O:27][C:28]1[CH:33]=[CH:32][C:31]([C:34]([NH:36][C:15]([O:17][C:18]([CH3:19])([CH3:20])[CH3:21])=[O:16])=[NH:35])=[CH:30][CH:29]=1, predict the reactants needed to synthesize it. The reactants are: C(=O)([O-])[O-].[Na+].[Na+].[C:18]([O:17][C:15](O[C:15]([O:17][C:18]([CH3:21])([CH3:20])[CH3:19])=[O:16])=[O:16])([CH3:21])([CH3:20])[CH3:19].[CH3:22][O:23][C:24](=[O:38])[CH:25]([OH:37])[CH2:26][O:27][C:28]1[CH:33]=[CH:32][C:31]([C:34](=[NH:36])[NH2:35])=[CH:30][CH:29]=1. (3) Given the product [C:12]1([C@H:22]([NH:24][CH:1]=[CH:3][P:4](=[O:11])([O:8][CH2:9][CH3:10])[O:5][CH2:6][CH3:7])[CH3:23])[C:21]2[C:16](=[CH:17][CH:18]=[CH:19][CH:20]=2)[CH:15]=[CH:14][CH:13]=1, predict the reactants needed to synthesize it. The reactants are: [CH:1]([CH2:3][P:4](=[O:11])([O:8][CH2:9][CH3:10])[O:5][CH2:6][CH3:7])=O.[C:12]1([C@H:22]([NH2:24])[CH3:23])[C:21]2[C:16](=[CH:17][CH:18]=[CH:19][CH:20]=2)[CH:15]=[CH:14][CH:13]=1. (4) The reactants are: [F:1][C:2]1[CH:36]=[CH:35][CH:34]=[C:33]([F:37])[C:3]=1[CH2:4][N:5]1[C:13](=[O:14])[N:12](C(OC(C)(C)C)=O)[C:11]2[C:6]1=[N:7][C:8]([N:22]1[C:26]3[CH:27]=[C:28]([C:31]#[N:32])[CH:29]=[CH:30][C:25]=3[N:24]=[CH:23]1)=[N:9][CH:10]=2. Given the product [F:37][C:33]1[CH:34]=[CH:35][CH:36]=[C:2]([F:1])[C:3]=1[CH2:4][N:5]1[C:13](=[O:14])[NH:12][C:11]2[C:6]1=[N:7][C:8]([N:22]1[C:26]3[CH:27]=[C:28]([C:31]#[N:32])[CH:29]=[CH:30][C:25]=3[N:24]=[CH:23]1)=[N:9][CH:10]=2, predict the reactants needed to synthesize it. (5) Given the product [CH3:1][N:2]1[CH:6]=[C:5]([CH:7]=[O:8])[C:4]([C:9]([F:10])([F:11])[F:12])=[N:3]1, predict the reactants needed to synthesize it. The reactants are: [CH3:1][N:2]1[CH:6]=[C:5]([CH2:7][OH:8])[C:4]([C:9]([F:12])([F:11])[F:10])=[N:3]1.CS(C)=O.C(Cl)(=O)C(Cl)=O.C(N(CC)CC)C.